The task is: Regression. Given a target protein amino acid sequence and a drug SMILES string, predict the binding affinity score between them. We predict pIC50 (pIC50 = -log10(IC50 in M); higher means more potent). Dataset: bindingdb_ic50.. This data is from Drug-target binding data from BindingDB using IC50 measurements. (1) The compound is CC(=O)Nc1cc(Oc2ccc3c(C(=O)Nc4ccc(CN5CCN(C)CC5)c(C(F)(F)F)c4)cccc3c2)ncn1. The target protein sequence is MENFQKVEKIGEGTYGVVYKARNKLTGEVVALKKIRXDTETEGVPSTAIREISLLKELNHPNIVKLLDVIHTENKLYLVMEFLHQDLKKFMDASALTGIPLPLIKSYLFQLLQGLAFCHSHRVLHRDLKPQNLLINTEGAIKLADFGLARAFGVPVRTYTHEVVTLWYRAPEILLGCKYYSTAVDIWSLGCIFAEMVTRRALFPGDSEIDQLFRIFRTLGTPDEVVWPGVTSMPDYKPSFPKWARQDFSKVVPPLDEDGRSLLSQMLHYDPNKRISAKAALAHPFFQDVTKPVPHLRL. The pIC50 is 5.0. (2) The compound is CCn1cnc2c(Nc3ccc(P(=O)(O)CP(=O)(O)O)cc3)nc(CCCCN)nc21. The target protein (P05480) has sequence MGSNKSKPKDASQRRRSLEPSENVHGAGGAFPASQTPSKPASADGHRGPSAAFVPPAAEPKLFGGFNSSDTVTSPQRAGPLAGGVTTFVALYDYESRTETDLSFKKGERLQIVNNTRKVDVREGDWWLAHSLSTGQTGYIPSNYVAPSDSIQAEEWYFGKITRRESERLLLNAENPRGTFLVRESETTKGAYCLSVSDFDNAKGLNVKHYKIRKLDSGGFYITSRTQFNSLQQLVAYYSKHADGLCHRLTTVCPTSKPQTQGLAKDAWEIPRESLRLEVKLGQGCFGEVWMGTWNGTTRVAIKTLKPGTMSPEAFLQEAQVMKKLRHEKLVQLYAVVSEEPIYIVTEYMNKGSLLDFLKGETGKYLRLPQLVDMSAQIASGMAYVERMNYVHRDLRAANILVGENLVCKVADFGLARLIEDNEYTARQGAKFPIKWTAPEAALYGRFTIKSDVWSFGILLTELTTKGRVPYPGMVNREVLDQVERGYRMPCPPECPESLH.... The pIC50 is 5.7. (3) The drug is O=C(N[C@@H]1CCCc2cc(CN3CCCCC3)ccc21)c1cccc(-c2coc3ccc(Cl)cc3c2=O)c1. The target protein (P48748) has sequence MASQGPLELQPSNQSQLAPPNATSCSGAPDAWDLLHRLLPTFIIAIFTLGLLGNSFVLSVFLLARRRLSVAEIYLANLAASDLVFVLGLPFWAENVRNQFDWPFGAALCRIVNGVIKANLFISIFLVVAISQDRYSVLVHPMASRRGRRRRQAQATCALIWLAGGLLSTPTFVLRSVRAVPELNVSACILLLPHEAWHWLRMVELNLLGFLLPLAAILFFNCHILASLRRRGERVPSRCGGPRDSKSTALILTLVASFLVCWAPYHFFAFLECLWQVHAIGGCFWEEFTDLGLQLSNFSAFVNSCLNPVIYVFVGRLFRTKVWELCQQCSPRSLAPVSSSRRKEMLWGFWRN. The pIC50 is 6.8. (4) The drug is CC(C)(Cc1ccccc1C#N)C1OCC(C/C=C\CCC(=O)O)C(c2cccnc2)O1. The target protein (Q16647) has sequence MAWAALLGLLAALLLLLLLSRRRTRRPGEPPLDLGSIPWLGYALDFGKDAASFLTRMKEKHGDIFTILVGGRYVTVLLDPHSYDAVVWEPRTRLDFHAYAIFLMERIFDVQLPHYSPSDEKARMKLTLLHRELQALTEAMYTNLHAVLLGDATEAGSGWHEMGLLDFSYSFLLRAGYLTLYGIEALPRTHESQAQDRVHSADVFHTFRQLDRLLPKLARGSLSVGDKDHMCSVKSRLWKLLSPARLARRAHRSKWLESYLLHLEEMGVSEEMQARALVLQLWATQGNMGPAAFWLLLFLLKNPEALAAVRGELESILWQAEQPVSQTTTLPQKVLDSTPVLDSVLSESLRLTAAPFITREVVVDLAMPMADGREFNLRRGDRLLLFPFLSPQRDPEIYTDPEVFKYNRFLNPDGSEKKDFYKDGKRLKNYNMPWGAGHNHCLGRSYAVNSIKQFVFLVLVHLDLELINADVEIPEFDLSRYGFGLMQPEHDVPVRYRIRP.... The pIC50 is 4.8.